This data is from Catalyst prediction with 721,799 reactions and 888 catalyst types from USPTO. The task is: Predict which catalyst facilitates the given reaction. Reactant: [OH:1][C@H:2]1[CH2:7][CH2:6][C@H:5]([N:8]2[C:13](=[O:14])[C:12]([CH2:15][C:16]3[CH:21]=[CH:20][C:19]([C:22]4[C:23]([C:28]#[N:29])=[CH:24][CH:25]=[CH:26][CH:27]=4)=[CH:18][CH:17]=3)=[C:11]([CH2:30][CH2:31][CH3:32])[N:10]3[N:33]=[CH:34][N:35]=[C:9]23)[CH2:4][CH2:3]1.[CH3:36][S:37]([CH3:39])=O.C(OC(=O)C)(=O)C. Product: [CH3:36][S:37][CH2:39][O:1][C@H:2]1[CH2:7][CH2:6][C@H:5]([N:8]2[C:13](=[O:14])[C:12]([CH2:15][C:16]3[CH:21]=[CH:20][C:19]([C:22]4[C:23]([C:28]#[N:29])=[CH:24][CH:25]=[CH:26][CH:27]=4)=[CH:18][CH:17]=3)=[C:11]([CH2:30][CH2:31][CH3:32])[N:10]3[N:33]=[CH:34][N:35]=[C:9]23)[CH2:4][CH2:3]1. The catalyst class is: 6.